The task is: Predict which catalyst facilitates the given reaction.. This data is from Catalyst prediction with 721,799 reactions and 888 catalyst types from USPTO. (1) Reactant: [CH2:1]([O:8][C:9]1[N:10]=[N:11][C:12]([C:23]#[C:24][C:25]2[CH:26]=[N:27][CH:28]=[C:29]([C:31]([F:34])([F:33])[F:32])[CH:30]=2)=[CH:13][C:14]=1[O:15][CH2:16][C:17]1[CH:22]=[CH:21][CH:20]=[CH:19][CH:18]=1)[C:2]1[CH:7]=[CH:6][CH:5]=[CH:4][CH:3]=1. Product: [CH2:1]([O:8][C:9]1[N:10]=[N:11][C:12]([CH2:23][CH2:24][C:25]2[CH:26]=[N:27][CH:28]=[C:29]([C:31]([F:34])([F:33])[F:32])[CH:30]=2)=[CH:13][C:14]=1[O:15][CH2:16][C:17]1[CH:18]=[CH:19][CH:20]=[CH:21][CH:22]=1)[C:2]1[CH:7]=[CH:6][CH:5]=[CH:4][CH:3]=1. The catalyst class is: 19. (2) Reactant: Cl[C:2]1[N:7]=[CH:6][C:5](C(O)=O)=[CH:4][N:3]=1.[C:11](Cl)(=[O:15])C(Cl)=O.[F:17][C:18]([F:31])([F:30])[C:19]1[NH:20][C:21]2[C:26]([CH:27]=1)=[CH:25][C:24]([CH2:28][NH2:29])=[CH:23][CH:22]=2.C(N(CC)CC)C.[Cl:39]CCl. Product: [F:31][C:18]([F:17])([F:30])[C:19]1[NH:20][C:21]2[C:26]([CH:27]=1)=[CH:25][C:24]([CH2:28][NH:29][C:11]([C:2]1[N:3]=[CH:4][C:5]([Cl:39])=[CH:6][N:7]=1)=[O:15])=[CH:23][CH:22]=2. The catalyst class is: 3.